This data is from Catalyst prediction with 721,799 reactions and 888 catalyst types from USPTO. The task is: Predict which catalyst facilitates the given reaction. (1) Reactant: [CH3:1][Mg+].[Br-].[CH3:4][C@H:5]1[CH2:10][CH2:9][C@H:8]([CH:11]=[O:12])[CH2:7][CH2:6]1.[NH4+].[Cl-]. Product: [CH3:4][C@H:5]1[CH2:10][CH2:9][C@H:8]([CH:11]([OH:12])[CH3:1])[CH2:7][CH2:6]1. The catalyst class is: 1. (2) Reactant: [OH-].[Na+:2].[CH2:3]([NH:5][C:6]1[CH:11]=[CH:10][CH:9]=[CH:8][C:7]=1[C:12]1[CH:20]=[CH:19][C:15]([C:16]([OH:18])=[O:17])=[C:14]([NH:21][C:22]([C:24]2[CH:25]=[N:26][CH:27]=[C:28]([C:30]3[CH:35]=[CH:34][CH:33]=[CH:32][CH:31]=3)[CH:29]=2)=[O:23])[CH:13]=1)[CH3:4]. Product: [CH2:3]([NH:5][C:6]1[CH:11]=[CH:10][CH:9]=[CH:8][C:7]=1[C:12]1[CH:20]=[CH:19][C:15]([C:16]([O-:18])=[O:17])=[C:14]([NH:21][C:22]([C:24]2[CH:25]=[N:26][CH:27]=[C:28]([C:30]3[CH:35]=[CH:34][CH:33]=[CH:32][CH:31]=3)[CH:29]=2)=[O:23])[CH:13]=1)[CH3:4].[Na+:2]. The catalyst class is: 8. (3) Reactant: [Cl:1][C:2]1[C:3]([C:10]([OH:12])=O)=[N:4][C:5]([S:8][CH3:9])=[N:6][CH:7]=1.CN(C(ON1N=[N:28][C:23]2[CH:24]=[CH:25][CH:26]=[N:27][C:22]1=2)=[N+](C)C)C.F[P-](F)(F)(F)(F)F.[CH3:37][CH2:38]N(C(C)C)C(C)C. Product: [Cl:1][C:2]1[C:3]([C:10]([NH:28][C:23]2[CH:24]=[CH:25][CH:38]=[CH:37][C:22]=2[NH:27][CH3:26])=[O:12])=[N:4][C:5]([S:8][CH3:9])=[N:6][CH:7]=1. The catalyst class is: 3. (4) Reactant: B(Br)(Br)Br.[CH2:5]([NH:7][C:8]([C:10]1[C:18]2[S:17][C:16]([NH:19][C:20](=[O:24])[NH:21][CH2:22][CH3:23])=[N:15][C:14]=2[CH:13]=[C:12]([O:25]C)[CH:11]=1)=[O:9])[CH3:6]. Product: [CH2:5]([NH:7][C:8]([C:10]1[C:18]2[S:17][C:16]([NH:19][C:20](=[O:24])[NH:21][CH2:22][CH3:23])=[N:15][C:14]=2[CH:13]=[C:12]([OH:25])[CH:11]=1)=[O:9])[CH3:6]. The catalyst class is: 91. (5) Reactant: Br[CH2:2][C:3]([OH:5])=[O:4].[F:6][C:7]1[CH:12]=[CH:11][C:10]([NH2:13])=[C:9]([N+:14]([O-:16])=[O:15])[CH:8]=1.[NH4+].[OH-]. Product: [F:6][C:7]1[CH:12]=[CH:11][C:10]([NH:13][CH2:2][C:3]([OH:5])=[O:4])=[C:9]([N+:14]([O-:16])=[O:15])[CH:8]=1. The catalyst class is: 113.